From a dataset of Reaction yield outcomes from USPTO patents with 853,638 reactions. Predict the reaction yield, written as a fraction of the theoretical maximum amount of product (1.0 means a 100% yield; for example, 0.34 means a 34% yield). (1) The reactants are [NH:1]1[CH:5]=[CH:4][C:3]([C:6]2[C:14]3[C:13]([NH:15][C@H:16]([C:18]4[N:23]([C:24]5[CH:29]=[CH:28][CH:27]=[CH:26][CH:25]=5)[C:22](=[O:30])[C:21]5=[C:31]([CH3:34])[CH:32]=[CH:33][N:20]5[N:19]=4)[CH3:17])=[N:12][CH:11]=[N:10][C:9]=3[N:8]([CH2:35][O:36][CH2:37][CH2:38][Si:39]([CH3:42])([CH3:41])[CH3:40])[CH:7]=2)=[N:2]1.Cl[CH2:44][C:45]1[CH:50]=[CH:49][CH:48]=[CH:47][C:46]=1[O:51][CH3:52].C(=O)([O-])[O-].[Cs+].[Cs+].C(=O)([O-])[O-].[Na+].[Na+]. The catalyst is CN(C)C=O. The product is [CH3:52][O:51][C:46]1[CH:47]=[CH:48][CH:49]=[CH:50][C:45]=1[CH2:44][N:1]1[CH:5]=[CH:4][C:3]([C:6]2[C:14]3[C:13]([NH:15][C@H:16]([C:18]4[N:23]([C:24]5[CH:25]=[CH:26][CH:27]=[CH:28][CH:29]=5)[C:22](=[O:30])[C:21]5=[C:31]([CH3:34])[CH:32]=[CH:33][N:20]5[N:19]=4)[CH3:17])=[N:12][CH:11]=[N:10][C:9]=3[N:8]([CH2:35][O:36][CH2:37][CH2:38][Si:39]([CH3:40])([CH3:42])[CH3:41])[CH:7]=2)=[N:2]1. The yield is 0.830. (2) The reactants are [F:1][C:2]([F:10])([F:9])[C:3]1[N:4]=[C:5]([NH2:8])[S:6][CH:7]=1.[C:11]12([C:21](O)=[O:22])[CH2:20][CH:15]3[CH2:16][CH:17]([CH2:19][CH:13]([CH2:14]3)[CH2:12]1)[CH2:18]2. No catalyst specified. The product is [F:1][C:2]([F:10])([F:9])[C:3]1[NH:4]/[C:5](=[N:8]/[C:21]([C:11]23[CH2:20][CH:15]4[CH2:14][CH:13]([CH2:19][CH:17]([CH2:16]4)[CH2:18]2)[CH2:12]3)=[O:22])/[S:6][CH:7]=1. The yield is 0.510. (3) The reactants are [C:1]([C:4]1[C:12]2[O:11][C:10]([C:13]3[CH:32]=[CH:31][C:16]([CH2:17][CH2:18][N:19]([CH3:30])[C:20](=O)OCC4C=CC=CC=4)=[CH:15][CH:14]=3)=[N:9][C:8]=2[CH:7]=[CH:6][CH:5]=1)(=[O:3])[NH2:2].C=O.[H][H]. The catalyst is CO.[Pd]. The product is [CH3:30][N:19]([CH3:20])[CH2:18][CH2:17][C:16]1[CH:15]=[CH:14][C:13]([C:10]2[O:11][C:12]3[C:4]([C:1]([NH2:2])=[O:3])=[CH:5][CH:6]=[CH:7][C:8]=3[N:9]=2)=[CH:32][CH:31]=1. The yield is 0.480. (4) The reactants are [Br:1][C:2]1[CH:3]=[C:4]2[C:10]([C:11]3[NH:12][N:13]=[CH:14][CH:15]=3)=[CH:9][NH:8][C:5]2=[N:6][CH:7]=1.[OH-:16].C([N+]([CH2:30][CH2:31][CH2:32][CH3:33])(CCCC)CCCC)CCC.[OH-:34].[K+].[C:36]1([CH3:46])[CH:41]=[CH:40][C:39]([S:42](Cl)(=[O:44])=[O:43])=[CH:38][CH:37]=1. The catalyst is C1(C)C=CC=CC=1. The product is [Br:1][C:2]1[CH:3]=[C:4]2[C:10]([C:11]3[N:12]([S:42]([C:39]4[CH:40]=[CH:41][C:36]([CH3:46])=[CH:37][CH:38]=4)(=[O:44])=[O:43])[N:13]=[CH:14][CH:15]=3)=[CH:9][N:8]([S:42]([C:39]3[CH:30]=[CH:31][C:32]([CH3:33])=[CH:37][CH:38]=3)(=[O:34])=[O:16])[C:5]2=[N:6][CH:7]=1. The yield is 0.530. (5) The reactants are [OH:1][C:2]1[CH:7]=[CH:6][CH:5]=[CH:4][C:3]=1[C:8](=[O:10])[CH3:9].[CH2:11](Br)[C:12]1[CH:17]=[CH:16][CH:15]=[CH:14][CH:13]=1.C([O-])([O-])=O.[K+].[K+]. The catalyst is CC(C)=O. The product is [CH2:11]([O:1][C:2]1[CH:7]=[CH:6][CH:5]=[CH:4][C:3]=1[C:8](=[O:10])[CH3:9])[C:12]1[CH:17]=[CH:16][CH:15]=[CH:14][CH:13]=1. The yield is 0.880. (6) The yield is 0.950. The product is [C:1]([C:5]1[CH:6]=[CH:7][C:8]([C:11]2[O:15][C:14]([C:16]3[CH:25]=[CH:24][C:19]([C:20]([OH:22])=[O:21])=[CH:18][CH:17]=3)=[N:13][N:12]=2)=[CH:9][CH:10]=1)([CH3:4])([CH3:2])[CH3:3]. The catalyst is C(O)C. The reactants are [C:1]([C:5]1[CH:10]=[CH:9][C:8]([C:11]2[O:15][C:14]([C:16]3[CH:25]=[CH:24][C:19]([C:20]([O:22]C)=[O:21])=[CH:18][CH:17]=3)=[N:13][N:12]=2)=[CH:7][CH:6]=1)([CH3:4])([CH3:3])[CH3:2].[OH-].[Na+].O1CCCC1.Cl. (7) The reactants are C([O:8][C:9]1[C:10]([CH3:24])=[C:11]([CH3:23])[C:12]([NH:16][C:17]2[CH:22]=[CH:21][CH:20]=[CH:19][CH:18]=2)=[N:13][C:14]=1[CH3:15])C1C=CC=CC=1. The catalyst is [Pd].CO. The product is [CH3:15][C:14]1[C:9]([OH:8])=[C:10]([CH3:24])[C:11]([CH3:23])=[C:12]([NH:16][C:17]2[CH:22]=[CH:21][CH:20]=[CH:19][CH:18]=2)[N:13]=1. The yield is 0.980. (8) The reactants are CN(CCN([CH2:8][CH2:9]N(C)C)C)C.CCCCCCCCCCCCCCCC.[Br:29][CH:30](C)[C:31](OC)=O.N#N.[O:38]=[C:39]1[O:45][C@H:44]([C@H:46]([CH2:48][OH:49])O)[C:42](O)=[C:40]1O.[OH2:50]. The catalyst is C1COCC1. The product is [C:39]([O:45][CH2:44][CH2:46][C:48]([O:49][C:30]([Br:29])([CH2:8][CH3:9])[CH3:31])=[O:50])(=[O:38])[CH:40]=[CH2:42]. The yield is 0.520.